This data is from CYP2C9 inhibition data for predicting drug metabolism from PubChem BioAssay. The task is: Regression/Classification. Given a drug SMILES string, predict its absorption, distribution, metabolism, or excretion properties. Task type varies by dataset: regression for continuous measurements (e.g., permeability, clearance, half-life) or binary classification for categorical outcomes (e.g., BBB penetration, CYP inhibition). Dataset: cyp2c9_veith. (1) The result is 1 (inhibitor). The drug is CCS(=O)(=O)c1ccc(C(=O)Nc2ccccc2)c(Cl)c1Cl. (2) The compound is Cc1noc(C)c1-c1nccc(N2CCN(C)CC2)n1. The result is 0 (non-inhibitor). (3) The compound is COC(=O)N1CCC2(CC1)CCN(c1ncccn1)CC2. The result is 0 (non-inhibitor). (4) The drug is COc1ccc(-c2c(C(C)=O)c(C)nc3sc4c(c23)NC(c2ccccc2)NC4=O)cc1. The result is 1 (inhibitor). (5) The drug is CCOc1cc(CNc2ccc3c(c2)OCCO3)cc(Br)c1OCC. The result is 1 (inhibitor). (6) The compound is CCC(=O)c1ccc2c(c1)N(CCCN(C)C)c1ccccc1S2. The result is 0 (non-inhibitor). (7) The molecule is COC(=O)c1ccc(CSc2nnc(NC(C)C)s2)cc1. The result is 1 (inhibitor).